This data is from Peptide-MHC class II binding affinity with 134,281 pairs from IEDB. The task is: Regression. Given a peptide amino acid sequence and an MHC pseudo amino acid sequence, predict their binding affinity value. This is MHC class II binding data. (1) The peptide sequence is DVKFPGGGQIVPGVY. The MHC is HLA-DQA10501-DQB10301 with pseudo-sequence HLA-DQA10501-DQB10301. The binding affinity (normalized) is 0.758. (2) The peptide sequence is DDMIAAYTAALVSGT. The MHC is DRB1_0701 with pseudo-sequence DRB1_0701. The binding affinity (normalized) is 0.514. (3) The peptide sequence is AKGLNQEILELAQSET. The MHC is DRB3_0101 with pseudo-sequence DRB3_0101. The binding affinity (normalized) is 0. (4) The peptide sequence is ANWIEIMRIKKLTIT. The MHC is DRB5_0101 with pseudo-sequence DRB5_0101. The binding affinity (normalized) is 0.618. (5) The peptide sequence is KIEIDQDHQEEICEV. The MHC is HLA-DPA10201-DPB10101 with pseudo-sequence HLA-DPA10201-DPB10101. The binding affinity (normalized) is 0.347. (6) The peptide sequence is IYSKYGGTEIKYNGE. The MHC is DRB5_0101 with pseudo-sequence DRB5_0101. The binding affinity (normalized) is 0.436. (7) The MHC is DRB1_0101 with pseudo-sequence DRB1_0101. The binding affinity (normalized) is 0.875. The peptide sequence is DSMKALKDALSFHND. (8) The peptide sequence is TSKLDAAYKLAYKTA. The MHC is DRB1_1302 with pseudo-sequence DRB1_1302. The binding affinity (normalized) is 0.426. (9) The peptide sequence is TQLATLRKLCIEGKI. The MHC is DRB1_1101 with pseudo-sequence DRB1_1101. The binding affinity (normalized) is 0.658. (10) The peptide sequence is DVFYNGAYFVSSGKY. The MHC is DRB4_0101 with pseudo-sequence DRB4_0103. The binding affinity (normalized) is 0.123.